Dataset: Experimentally validated miRNA-target interactions with 360,000+ pairs, plus equal number of negative samples. Task: Binary Classification. Given a miRNA mature sequence and a target amino acid sequence, predict their likelihood of interaction. (1) The miRNA is ssc-miR-34c with sequence AGGCAGUGUAGUUAGCUGAUUGC. The protein sequence of the target gene is MARRRSQRVCASGPSMLNSARGAPELLRGTATNAEVSAAAAGATGSEELPPGDRGCRNGGGRGPAATTSSTGVAVGAEHGEDSLSRKPDPEPGRMDHHQPGTGRYQVLLNEEDNSESSAIEQPPTSNPAPQIVQAASSAPALETDSSPPPYSSITVEVPTTSDTEVYGEFYPVPPPYSVATSLPTYDEAEKAKAAAMAAAAAETSQRIQEEECPPRDDFSDADQLRVGNDGIFMLAFFMAFIFNWLGFCLSFCITNTIAGRYGAICGFGLSLIKWILIVRFSDYFTGYFNGQYWLWWIFL.... Result: 0 (no interaction). (2) The miRNA is hsa-miR-4264 with sequence ACUCAGUCAUGGUCAUU. The protein sequence of the target gene is MATLLRSKLSNVATSVSNKSQAKMSGMFARMGFQAATDEEAVGFAHCDDLDFEHRQGLQMDILKAEGEPCGDEGAEAPVEGDIHYQRGSGAPLPPSGSKDQVGGGGEFGGHDKPKITAWEAGWNVTNAIQGMFVLGLPYAILHGGYLGLFLIIFAAVVCCYTGKILIACLYEENEDGEVVRVRDSYVAIANACCAPRFPTLGGRVVNVAQIIELVMTCILYVVVSGNLMYNSFPGLPVSQKSWSIIATAVLLPCAFLKNLKAVSKFSLLCTLAHFVINILVIAYCLSRARDWAWEKVKFY.... Result: 0 (no interaction). (3) The miRNA is ath-miR398a-3p with sequence UGUGUUCUCAGGUCACCCCUU. The protein sequence of the target gene is MRARPRPRPLWATVLALGALAGVGVGGPNICTTRGVSSCQQCLAVSPMCAWCSDEALPLGSPRCDLKENLLKDNCAPESIEFPVSEARVLEDRPLSDKGSGDSSQVTQVSPQRIALRLRPDDSKNFSIQVRQVEDYPVDIYYLMDLSYSMKDDLWSIQNLGTKLATQMRKLTSNLRIGFGAFVDKPVSPYMYISPPEALENPCYDMKTTCLPMFGYKHVLTLTDQVTRFNEEVKKQSVSRNRDAPEGGFDAIMQATVCDEKIGWRNDASHLLVFTTDAKTHIALDGRLAGIVQPNDGQCH.... Result: 0 (no interaction).